From a dataset of Reaction yield outcomes from USPTO patents with 853,638 reactions. Predict the reaction yield, written as a fraction of the theoretical maximum amount of product (1.0 means a 100% yield; for example, 0.34 means a 34% yield). (1) The reactants are [N:1]#[C:2]Br.[F:4][C:5]1[CH:6]=[C:7]([NH2:21])[C:8]([NH:11][C:12]2[C:17]([CH3:18])=[CH:16][C:15]([CH3:19])=[CH:14][C:13]=2[CH3:20])=[CH:9][CH:10]=1. The catalyst is C(O)C. The product is [F:4][C:5]1[CH:10]=[CH:9][C:8]2[N:11]([C:12]3[C:13]([CH3:20])=[CH:14][C:15]([CH3:19])=[CH:16][C:17]=3[CH3:18])[C:2]([NH2:1])=[N:21][C:7]=2[CH:6]=1. The yield is 0.980. (2) The reactants are F[C:2]1[CH:10]=[N:9][CH:8]=[CH:7][C:3]=1[C:4]([OH:6])=[O:5].[F:11][C:12]([F:22])([F:21])[S:13][C:14]1[CH:20]=[CH:19][C:17]([NH2:18])=[CH:16][CH:15]=1.[Li+].C[Si]([N-][Si](C)(C)C)(C)C.Cl. The catalyst is C1COCC1. The product is [F:11][C:12]([S:13][C:14]1[CH:20]=[CH:19][C:17]([NH:18][C:2]2[CH:10]=[N:9][CH:8]=[CH:7][C:3]=2[C:4]([OH:6])=[O:5])=[CH:16][CH:15]=1)([F:22])[F:21]. The yield is 0.100. (3) The reactants are [NH2:1][C:2]1[C:3]([C:24]([OH:26])=O)=[N:4][C:5]([C:8]2[C:17]3[C:12](=[CH:13][CH:14]=[CH:15][CH:16]=3)[CH:11]=[C:10]([N:18]3[CH2:23][CH2:22][O:21][CH2:20][CH2:19]3)[N:9]=2)=[CH:6][N:7]=1.CCN([CH:33]([CH3:35])[CH3:34])C(C)C.[CH3:36]N(C(ON1N=NC2C=CC=NC1=2)=[N+](C)C)C.F[P-](F)(F)(F)(F)F.[NH2:60][C:61]1[C:66]([N:67]2[CH2:72][CH2:71][C:70]([NH:74][C:75](=[O:81])OC(C)(C)C)([CH3:73])[CH2:69][CH2:68]2)=[CH:65][CH:64]=[CH:63][N:62]=1. The catalyst is CN(C=O)C.O. The product is [NH2:1][C:2]1[C:3]([C:24]([NH:60][C:61]2[C:66]([N:67]3[CH2:68][CH2:69][C:70]([CH3:73])([NH:74][C:75](=[O:81])[C:33]([CH3:35])([CH3:36])[CH3:34])[CH2:71][CH2:72]3)=[CH:65][CH:64]=[CH:63][N:62]=2)=[O:26])=[N:4][C:5]([C:8]2[C:17]3[C:12](=[CH:13][CH:14]=[CH:15][CH:16]=3)[CH:11]=[C:10]([N:18]3[CH2:19][CH2:20][O:21][CH2:22][CH2:23]3)[N:9]=2)=[CH:6][N:7]=1. The yield is 0.490. (4) The reactants are [N+:1]([C:4]1[CH:9]=[CH:8][C:7]([NH2:10])=[CH:6][CH:5]=1)([O-:3])=[O:2].[Br:11]Br. The catalyst is CC(O)=O. The product is [Br:11][C:8]1[CH:9]=[C:4]([N+:1]([O-:3])=[O:2])[CH:5]=[CH:6][C:7]=1[NH2:10]. The yield is 0.720. (5) The reactants are C1C=CC(P(C2C=CC=CC=2)C2C=CC=CC=2)=CC=1.CCN(CC)CC.C(O)=O.[Cl:30][C:31]1[N:39]=[C:38](Cl)[C:37]([F:41])=[CH:36][C:32]=1[C:33]([OH:35])=[O:34]. The catalyst is CC([O-])=O.CC([O-])=O.[Pd+2].CN(C=O)C. The product is [Cl:30][C:31]1[N:39]=[CH:38][C:37]([F:41])=[CH:36][C:32]=1[C:33]([OH:35])=[O:34]. The yield is 0.880. (6) The reactants are Br[CH2:2][C:3]([O:5][C:6]([CH3:9])([CH3:8])[CH3:7])=[O:4].[F:10][C:11]([F:26])([F:25])[C:12]([NH:14][CH2:15][C:16]1[CH:21]=[CH:20][CH:19]=[C:18]([N+:22]([O-:24])=[O:23])[CH:17]=1)=[O:13].C([O-])([O-])=O.[Cs+].[Cs+]. The catalyst is CN(C=O)C.CCOC(C)=O. The product is [F:10][C:11]([F:25])([F:26])[C:12]([N:14]([CH2:2][C:3]([O:5][C:6]([CH3:9])([CH3:8])[CH3:7])=[O:4])[CH2:15][C:16]1[CH:21]=[CH:20][CH:19]=[C:18]([N+:22]([O-:24])=[O:23])[CH:17]=1)=[O:13]. The yield is 0.610. (7) The reactants are [CH2:1]([OH:11])[CH2:2][CH2:3][CH2:4][CH2:5][CH2:6][CH2:7][CH2:8][CH:9]=[CH2:10].[C:12](O)(=[O:22])[CH2:13][CH2:14][CH2:15][CH2:16][CH2:17][CH2:18][CH2:19][CH:20]=[CH2:21]. The catalyst is C(OCC)(=O)C.CCCCCC. The product is [C:1]([O:22][CH2:12][CH2:13][CH2:14][CH2:15][CH2:16][CH2:17][CH2:18][CH2:19][CH:20]=[CH2:21])(=[O:11])[CH2:2][CH2:3][CH2:4][CH2:5][CH2:6][CH2:7][CH2:8][CH:9]=[CH2:10]. The yield is 0.927. (8) The reactants are Cl[C:2]1[N:3]=[C:4]([NH:21][C:22]2[CH:30]=[CH:29][CH:28]=[C:27]([F:31])[C:23]=2[C:24](N)=[O:25])[C:5]2[CH:10]=[CH:9][N:8]([S:11]([C:14]3[CH:19]=[CH:18][C:17]([CH3:20])=[CH:16][CH:15]=3)(=[O:13])=[O:12])[C:6]=2[N:7]=1.[CH3:32][N:33]([CH2:35][C:36]([N:38]1[C:46]2[C:41](=[CH:42][C:43]([O:48][CH3:49])=[C:44]([NH2:47])[CH:45]=2)[CH2:40][CH2:39]1)=[O:37])[CH3:34].Cl.ClCCl. The catalyst is FC(F)(F)CO. The product is [CH3:32][N:33]([CH3:34])[CH2:35][C:36]([N:38]1[C:46]2[C:41](=[CH:42][C:43]([O:48][CH3:49])=[C:44]([NH:47][C:2]3[N:3]4[C:4](=[N:21][C:22]5[C:23]([C:24]4=[O:25])=[C:27]([F:31])[CH:28]=[CH:29][CH:30]=5)[C:5]4[CH:10]=[CH:9][N:8]([S:11]([C:14]5[CH:19]=[CH:18][C:17]([CH3:20])=[CH:16][CH:15]=5)(=[O:12])=[O:13])[C:6]=4[N:7]=3)[CH:45]=2)[CH2:40][CH2:39]1)=[O:37]. The yield is 0.840. (9) The reactants are [Br:1][C:2](=[C:16]1[CH2:21][CH2:20][N:19]([CH2:22][CH2:23][CH2:24][CH3:25])[CH2:18][CH2:17]1)[C:3]1[CH:15]=[CH:14][C:6]([C:7]([N:9]([CH2:12][CH3:13])[CH2:10][CH3:11])=[O:8])=[CH:5][CH:4]=1.C(O[C:31]([N:33]1CCC(=C(Br)C2C=CC(C(=O)N(CC)CC)=CC=2)C[CH2:34]1)=O)(C)(C)C.N1C=CC=C(C=O)C=1. No catalyst specified. The product is [Br:1][C:2](=[C:16]1[CH2:17][CH2:18][N:19]([CH2:22][C:23]2[CH:31]=[N:33][CH:34]=[CH:25][CH:24]=2)[CH2:20][CH2:21]1)[C:3]1[CH:4]=[CH:5][C:6]([C:7]([N:9]([CH2:10][CH3:11])[CH2:12][CH3:13])=[O:8])=[CH:14][CH:15]=1. The yield is 0.930. (10) The reactants are O[C:2]1[C:3]([C:11]2([CH2:27][OH:28])[C:19]3[C:14](=[CH:15][CH:16]=[CH:17][CH:18]=3)[N:13]([CH2:20][C:21]([O:23][CH2:24][CH3:25])=[O:22])[C:12]2=[O:26])=[CH:4][C:5]2[O:9][CH2:8][O:7][C:6]=2[CH:10]=1.C1(CCN2C3C(=CC=CC=3)C(C3C(O)=CC4OCOC=4C=3)(CO)C2=O)CC1. No catalyst specified. The product is [O:26]=[C:12]1[C:11]2([C:3]3=[CH:4][C:5]4[O:9][CH2:8][O:7][C:6]=4[CH:10]=[C:2]3[O:28][CH2:27]2)[C:19]2[C:14](=[CH:15][CH:16]=[CH:17][CH:18]=2)[N:13]1[CH2:20][C:21]([O:23][CH2:24][CH3:25])=[O:22]. The yield is 0.900.